Task: Predict which catalyst facilitates the given reaction.. Dataset: Catalyst prediction with 721,799 reactions and 888 catalyst types from USPTO Reactant: Cl.Cl.[Cl:3][C:4]1[C:5]([CH2:10][NH2:11])=[N:6][CH:7]=[CH:8][N:9]=1.C(N(CC)C(C)C)(C)C.Cl.CN(C)CCCN=C=NCC.[CH2:33]([O:40][C:41]([N:43]1[CH2:48][CH2:47][CH:46]([C:49](O)=[O:50])[CH2:45][CH2:44]1)=[O:42])[C:34]1[CH:39]=[CH:38][CH:37]=[CH:36][CH:35]=1. Product: [Cl:3][C:4]1[C:5]([CH2:10][NH:11][C:49]([CH:46]2[CH2:47][CH2:48][N:43]([C:41]([O:40][CH2:33][C:34]3[CH:35]=[CH:36][CH:37]=[CH:38][CH:39]=3)=[O:42])[CH2:44][CH2:45]2)=[O:50])=[N:6][CH:7]=[CH:8][N:9]=1. The catalyst class is: 2.